This data is from Forward reaction prediction with 1.9M reactions from USPTO patents (1976-2016). The task is: Predict the product of the given reaction. (1) Given the reactants [C:1]([C:5]1[CH:10]=[CH:9][C:8]([S:11]([N:14]([C:18]2[CH:22]=[CH:21][S:20][C:19]=2[C:23]([O:25][CH3:26])=[O:24])COC)(=[O:13])=[O:12])=[C:7]([CH:27]=[CH:28][C:29]2[CH:34]=[CH:33][CH:32]=[CH:31][CH:30]=2)[CH:6]=1)([CH3:4])([CH3:3])[CH3:2].Cl, predict the reaction product. The product is: [C:1]([C:5]1[CH:10]=[CH:9][C:8]([S:11]([NH:14][C:18]2[CH:22]=[CH:21][S:20][C:19]=2[C:23]([O:25][CH3:26])=[O:24])(=[O:13])=[O:12])=[C:7]([CH:27]=[CH:28][C:29]2[CH:30]=[CH:31][CH:32]=[CH:33][CH:34]=2)[CH:6]=1)([CH3:4])([CH3:2])[CH3:3]. (2) Given the reactants [C:1]1([CH:7]([C:30]2[CH:35]=[CH:34][C:33]([NH:36][C:37]([C@@H:39]3[CH2:43][CH2:42][CH2:41][N:40]3C(OC(C)(C)C)=O)=[O:38])=[CH:32][CH:31]=2)[CH2:8][C:9]2[CH:14]=[CH:13][C:12]([NH:15][C:16]([C@@H:18]3[CH2:22][CH2:21][CH2:20][N:19]3C(OC(C)(C)C)=O)=[O:17])=[CH:11][CH:10]=2)[CH:6]=[CH:5][CH:4]=[CH:3][CH:2]=1.FC(F)(F)C(O)=O, predict the reaction product. The product is: [C:1]1([CH:7]([C:30]2[CH:31]=[CH:32][C:33]([NH:36][C:37]([C@@H:39]3[CH2:43][CH2:42][CH2:41][NH:40]3)=[O:38])=[CH:34][CH:35]=2)[CH2:8][C:9]2[CH:14]=[CH:13][C:12]([NH:15][C:16]([C@@H:18]3[CH2:22][CH2:21][CH2:20][NH:19]3)=[O:17])=[CH:11][CH:10]=2)[CH:6]=[CH:5][CH:4]=[CH:3][CH:2]=1. (3) Given the reactants [NH2:1][C:2]1[N:7]=[CH:6][C:5]([C:8]2[N:9]=[C:10]([N:27]3[CH2:32][CH2:31][O:30][CH2:29][CH2:28]3)[C:11]3[S:16][C:15]([C:17]4[CH:18]=[C:19]([CH:23]=[CH:24][CH:25]=4)[C:20](O)=[O:21])=[C:14]([CH3:26])[C:12]=3[N:13]=2)=[CH:4][N:3]=1.[CH3:33][N:34]([CH3:38])[CH2:35][CH2:36][NH2:37], predict the reaction product. The product is: [NH2:1][C:2]1[N:7]=[CH:6][C:5]([C:8]2[N:9]=[C:10]([N:27]3[CH2:32][CH2:31][O:30][CH2:29][CH2:28]3)[C:11]3[S:16][C:15]([C:17]4[CH:18]=[C:19]([CH:23]=[CH:24][CH:25]=4)[C:20]([NH:37][CH2:36][CH2:35][N:34]([CH3:38])[CH3:33])=[O:21])=[C:14]([CH3:26])[C:12]=3[N:13]=2)=[CH:4][N:3]=1.